Dataset: Tyrosyl-DNA phosphodiesterase HTS with 341,365 compounds. Task: Binary Classification. Given a drug SMILES string, predict its activity (active/inactive) in a high-throughput screening assay against a specified biological target. The result is 0 (inactive). The molecule is S(CC(=O)NCCC=1CCCCC1)c1[nH]c(N)cc(=O)n1.